From a dataset of Full USPTO retrosynthesis dataset with 1.9M reactions from patents (1976-2016). Predict the reactants needed to synthesize the given product. Given the product [CH3:13][C:14]1([C:20]([NH:2][NH:1][C:3]2[CH:12]=[CH:11][CH:10]=[C:9]3[C:4]=2[CH:5]=[CH:6][CH:7]=[N:8]3)=[O:21])[CH2:19][CH2:18][CH2:17][CH2:16][CH2:15]1, predict the reactants needed to synthesize it. The reactants are: [NH:1]([C:3]1[CH:12]=[CH:11][CH:10]=[C:9]2[C:4]=1[CH:5]=[CH:6][CH:7]=[N:8]2)[NH2:2].[CH3:13][C:14]1([C:20](O)=[O:21])[CH2:19][CH2:18][CH2:17][CH2:16][CH2:15]1.